Dataset: Reaction yield outcomes from USPTO patents with 853,638 reactions. Task: Predict the reaction yield, written as a fraction of the theoretical maximum amount of product (1.0 means a 100% yield; for example, 0.34 means a 34% yield). The reactants are [F:1][C:2]1[CH:3]=[C:4]2[C:8](=[CH:9][CH:10]=1)[N:7]([N:11]=O)[CH2:6][C:5]2([CH3:14])[CH3:13].[H-].[H-].[H-].[H-].[Li+].[Al+3]. The catalyst is C1COCC1. The product is [F:1][C:2]1[CH:3]=[C:4]2[C:8](=[CH:9][CH:10]=1)[N:7]([NH2:11])[CH2:6][C:5]2([CH3:14])[CH3:13]. The yield is 0.940.